From a dataset of Tyrosyl-DNA phosphodiesterase HTS with 341,365 compounds. Binary Classification. Given a drug SMILES string, predict its activity (active/inactive) in a high-throughput screening assay against a specified biological target. (1) The molecule is s1c(CN2CCOCC2)cnc1Oc1ccc(cc1)C. The result is 0 (inactive). (2) The drug is O1C(C(OC(=O)C)CC1n1ccc(nc1=O)NC(=O)c1ccccc1)CO. The result is 0 (inactive).